This data is from Forward reaction prediction with 1.9M reactions from USPTO patents (1976-2016). The task is: Predict the product of the given reaction. (1) Given the reactants [F:1][C:2]1[CH:11]=[C:10]([CH2:12][O:13][C:14]2[CH:19]=[CH:18][CH:17]=[C:16]([O:20][CH3:21])[CH:15]=2)[C:9]([F:22])=[CH:8][C:3]=1[C:4]([O:6]C)=[O:5].[OH-].[Li+], predict the reaction product. The product is: [F:1][C:2]1[CH:11]=[C:10]([CH2:12][O:13][C:14]2[CH:19]=[CH:18][CH:17]=[C:16]([O:20][CH3:21])[CH:15]=2)[C:9]([F:22])=[CH:8][C:3]=1[C:4]([OH:6])=[O:5]. (2) The product is: [C:1]([O:5][C:6](=[O:20])[NH:7][C:8]1[CH:13]=[C:12]([NH:14][CH:15]([CH3:16])[CH3:17])[C:11]([Cl:18])=[CH:10][C:9]=1[NH:19][C:26](=[O:25])[CH2:27][C:28](=[O:48])[C:29]1[CH:34]=[CH:33][CH:32]=[C:31]([N:35]2[C:39]([CH2:40][O:41][CH:42]3[CH2:47][CH2:46][CH2:45][CH2:44][O:43]3)=[CH:38][N:37]=[N:36]2)[CH:30]=1)([CH3:3])([CH3:2])[CH3:4]. Given the reactants [C:1]([O:5][C:6](=[O:20])[NH:7][C:8]1[CH:13]=[C:12]([NH:14][CH:15]([CH3:17])[CH3:16])[C:11]([Cl:18])=[CH:10][C:9]=1[NH2:19])([CH3:4])([CH3:3])[CH3:2].C([O:25][C:26](=O)[CH2:27][C:28](=[O:48])[C:29]1[CH:34]=[CH:33][CH:32]=[C:31]([N:35]2[C:39]([CH2:40][O:41][CH:42]3[CH2:47][CH2:46][CH2:45][CH2:44][O:43]3)=[CH:38][N:37]=[N:36]2)[CH:30]=1)(C)(C)C, predict the reaction product. (3) Given the reactants [CH:1]1[C:18]2[C:17]3[C:12](=[CH:13][CH:14]=[CH:15][CH:16]=3)[C:11]3[C:6](=[CH:7][CH:8]=[CH:9][CH:10]=3)[C:5]=2[CH:4]=[CH:3][C:2]=1[C:19]1[CH:33]=[CH:32][C:22]([CH2:23]P(=O)(OCC)OCC)=[CH:21][CH:20]=1.[CH2:34]([N:36]1[C:48]2[CH:47]=[CH:46][C:45]([CH:49]=O)=[CH:44][C:43]=2[C:42]2[C:37]1=[CH:38][CH:39]=[CH:40][CH:41]=2)[CH3:35].CC(C)([O-])C.[K+], predict the reaction product. The product is: [CH2:34]([N:36]1[C:48]2[CH:47]=[CH:46][C:45](/[CH:49]=[CH:23]/[C:22]3[CH:32]=[CH:33][C:19]([C:2]4[CH:3]=[CH:4][C:5]5[C:6]6[C:11](=[CH:10][CH:9]=[CH:8][CH:7]=6)[C:12]6[C:17](=[CH:16][CH:15]=[CH:14][CH:13]=6)[C:18]=5[CH:1]=4)=[CH:20][CH:21]=3)=[CH:44][C:43]=2[C:42]2[C:37]1=[CH:38][CH:39]=[CH:40][CH:41]=2)[CH3:35]. (4) The product is: [F:15][C:9]([F:16])([C:1]1([OH:7])[CH2:6][CH2:5][CH2:4][CH2:3][CH2:2]1)[C:10]([O:12][CH2:13][CH3:14])=[O:11]. Given the reactants [C:1]1(=[O:7])[CH2:6][CH2:5][CH2:4][CH2:3][CH2:2]1.Br[C:9]([F:16])([F:15])[C:10]([O:12][CH2:13][CH3:14])=[O:11].C1COCC1, predict the reaction product. (5) The product is: [OH:9][CH2:10][CH2:11][O:12][CH2:13][N:14]1[C:22]2[C:17](=[N:18][CH:19]=[N:20][C:21]=2[NH2:23])[N:16]=[CH:15]1. Given the reactants COC1C=CC([O:9][CH2:10][CH2:11][O:12][CH2:13][N:14]2[C:22]3[C:17](=[N:18][CH:19]=[N:20][C:21]=3[NH2:23])[N:16]=[CH:15]2)=CC=1.O=[N+]([O-])[O-].[O-][N+](=O)[O-].[O-][N+](=O)[O-].[O-][N+](=O)[O-].[O-][N+](=O)[O-].[O-][N+](=O)[O-].[Ce+4].[NH4+].[NH4+].CCO, predict the reaction product. (6) Given the reactants Cl.[CH:2]([NH:5][NH2:6])([CH3:4])[CH3:3].[CH2:7]([O:14][C:15](=[O:21])[NH:16][CH2:17][CH2:18][CH:19]=O)[C:8]1[CH:13]=[CH:12][CH:11]=[CH:10][CH:9]=1.[F:22][C:23]1[CH:28]=[CH:27][C:26]([CH:29]=[C:30]([N+]([O-])=O)[CH2:31][CH:32]2[O:36][CH2:35][CH2:34][O:33]2)=[CH:25][CH:24]=1, predict the reaction product. The product is: [CH2:7]([O:14][C:15](=[O:21])[NH:16][CH2:17][CH2:18][C:19]1[C:30]([CH2:31][CH:32]2[O:36][CH2:35][CH2:34][O:33]2)=[C:29]([C:26]2[CH:27]=[CH:28][C:23]([F:22])=[CH:24][CH:25]=2)[N:5]([CH:2]([CH3:4])[CH3:3])[N:6]=1)[C:8]1[CH:13]=[CH:12][CH:11]=[CH:10][CH:9]=1. (7) The product is: [Cl:1][C:2]1[CH:11]=[CH:10][C:5]([C:6]([NH:8][NH:9][C:18](=[O:19])[C:17]2[CH:21]=[CH:22][C:14]([CH2:13][Br:12])=[C:15]([N+:23]([O-:25])=[O:24])[CH:16]=2)=[O:7])=[CH:4][CH:3]=1. Given the reactants [Cl:1][C:2]1[CH:11]=[CH:10][C:5]([C:6]([NH:8][NH2:9])=[O:7])=[CH:4][CH:3]=1.[Br:12][CH2:13][C:14]1[CH:22]=[CH:21][C:17]([C:18](O)=[O:19])=[CH:16][C:15]=1[N+:23]([O-:25])=[O:24].C(Cl)CCl, predict the reaction product.